Dataset: Reaction yield outcomes from USPTO patents with 853,638 reactions. Task: Predict the reaction yield, written as a fraction of the theoretical maximum amount of product (1.0 means a 100% yield; for example, 0.34 means a 34% yield). (1) The reactants are [Cl:1][C:2]1[C:7]([O:8]C)=[CH:6][C:5]([I:10])=[CH:4][C:3]=1[O:11]C.B(Br)(Br)Br.O. The catalyst is C(Cl)Cl. The product is [Cl:1][C:2]1[C:7]([OH:8])=[CH:6][C:5]([I:10])=[CH:4][C:3]=1[OH:11]. The yield is 0.640. (2) The reactants are [OH:1][C:2]([C:5]1[N:9]2[CH2:10][CH2:11][N:12](C(OC(C)(C)C)=O)[CH2:13][C:8]2=[N:7][N:6]=1)([CH3:4])[CH3:3].[ClH:21].C(OCC)C.O1CCOCC1. The catalyst is C(Cl)Cl. The product is [ClH:21].[ClH:21].[N:7]1[N:6]=[C:5]([C:2]([OH:1])([CH3:3])[CH3:4])[N:9]2[CH2:10][CH2:11][NH:12][CH2:13][C:8]=12. The yield is 1.03. (3) The reactants are C([O:3][CH2:4][CH2:5][O:6][NH:7][C:8]([C:10]1[CH:15]=[CH:14][C:13](=[O:16])[N:12]([CH3:17])[C:11]=1[NH:18][C:19]1[CH:24]=[CH:23][C:22]([Br:25])=[CH:21][C:20]=1[F:26])=[O:9])=C.BrC1C=CC(NC2N(C)C(=O)C=CC=2C(O)=O)=C(F)C=1.C(OCCON)=C. No catalyst specified. The product is [OH:3][CH2:4][CH2:5][O:6][NH:7][C:8]([C:10]1[CH:15]=[CH:14][C:13](=[O:16])[N:12]([CH3:17])[C:11]=1[NH:18][C:19]1[CH:24]=[CH:23][C:22]([Br:25])=[CH:21][C:20]=1[F:26])=[O:9]. The yield is 0.600. (4) The reactants are [Si:1]([O:18][CH2:19][C:20]([OH:22])=O)([C:14]([CH3:17])([CH3:16])[CH3:15])([C:8]1[CH:13]=[CH:12][CH:11]=[CH:10][CH:9]=1)[C:2]1[CH:7]=[CH:6][CH:5]=[CH:4][CH:3]=1.S(Cl)([Cl:25])=O. The catalyst is C(Cl)Cl. The product is [Si:1]([O:18][CH2:19][C:20]([Cl:25])=[O:22])([C:14]([CH3:17])([CH3:16])[CH3:15])([C:8]1[CH:13]=[CH:12][CH:11]=[CH:10][CH:9]=1)[C:2]1[CH:7]=[CH:6][CH:5]=[CH:4][CH:3]=1. The yield is 1.00. (5) The catalyst is O. The reactants are C[O:2][C:3]1[CH:20]=[CH:19][C:18]2[C:17]3[C:12](=[CH:13][CH:14]=[CH:15][CH:16]=3)[C:11]3[C:6](=[CH:7][CH:8]=[CH:9][C:10]=3[O:21]C)[C:5]=2[CH:4]=1.Cl.N1C=CC=CC=1. The yield is 0.960. The product is [OH:2][C:3]1[CH:20]=[CH:19][C:18]2[C:17]3[C:12](=[CH:13][CH:14]=[CH:15][CH:16]=3)[C:11]3[C:6](=[CH:7][CH:8]=[CH:9][C:10]=3[OH:21])[C:5]=2[CH:4]=1. (6) The reactants are F[C:2]1[CH:7]=[CH:6][CH:5]=[CH:4][C:3]=1[N+:8]([O-:10])=[O:9].[NH2:11][C:12]1[CH:13]=[C:14]([CH:17]=[CH:18][CH:19]=1)[C:15]#[N:16].C(=O)([O-])[O-].[K+].[K+]. The catalyst is CN(C=O)C. The product is [N+:8]([C:3]1[CH:4]=[CH:5][CH:6]=[CH:7][C:2]=1[NH:11][C:12]1[CH:13]=[C:14]([CH:17]=[CH:18][CH:19]=1)[C:15]#[N:16])([O-:10])=[O:9]. The yield is 0.600.